Dataset: Full USPTO retrosynthesis dataset with 1.9M reactions from patents (1976-2016). Task: Predict the reactants needed to synthesize the given product. (1) Given the product [C:1]([C:5]1[CH:10]=[CH:9][C:8](/[C:11](=[N:20]\[CH2:21][CH2:22][OH:23])/[C:13]2[C:14]([Cl:19])=[N:15][CH:16]=[CH:17][CH:18]=2)=[CH:7][CH:6]=1)([CH3:4])([CH3:3])[CH3:2], predict the reactants needed to synthesize it. The reactants are: [C:1]([C:5]1[CH:10]=[CH:9][C:8]([C:11]([C:13]2[C:14]([Cl:19])=[N:15][CH:16]=[CH:17][CH:18]=2)=O)=[CH:7][CH:6]=1)([CH3:4])([CH3:3])[CH3:2].[NH2:20][CH2:21][CH2:22][OH:23]. (2) Given the product [CH3:36][O:35][C:26]1[CH:25]=[C:24]2[C:29](=[C:28]3[CH2:30][C:31]([CH3:34])([CH3:33])[O:32][C:27]=13)[C:20]([C:16]1[CH:15]=[C:14]([N:13]3[CH2:8][CH2:9][NH:10][C:11]3=[O:12])[CH:19]=[CH:18][CH:17]=1)=[N:21][C:22]([CH3:38])([CH3:37])[CH2:23]2, predict the reactants needed to synthesize it. The reactants are: CC(C)([O-])C.[K+].Cl[CH2:8][CH2:9][NH:10][C:11]([NH:13][C:14]1[CH:19]=[CH:18][CH:17]=[C:16]([C:20]2[C:29]3[C:24](=[CH:25][C:26]([O:35][CH3:36])=[C:27]4[O:32][C:31]([CH3:34])([CH3:33])[CH2:30][C:28]4=3)[CH2:23][C:22]([CH3:38])([CH3:37])[N:21]=2)[CH:15]=1)=[O:12].O.